This data is from Reaction yield outcomes from USPTO patents with 853,638 reactions. The task is: Predict the reaction yield, written as a fraction of the theoretical maximum amount of product (1.0 means a 100% yield; for example, 0.34 means a 34% yield). The catalyst is CC1OCCC1. The product is [Br:18][C:5]1[CH:4]=[C:3]2[C:2]3([N:1]=[C:22]([NH2:23])[CH2:21][O:20][CH2:19]3)[C:15]3[C:10](=[N:11][CH:12]=[C:13]([Cl:16])[CH:14]=3)[O:9][C:8]2=[CH:7][C:6]=1[F:17]. The reactants are [NH2:1][C:2]1([CH2:19][O:20][CH2:21][C:22]#[N:23])[C:15]2[C:10](=[N:11][CH:12]=[C:13]([Cl:16])[CH:14]=2)[O:9][C:8]2[C:3]1=[CH:4][C:5]([Br:18])=[C:6]([F:17])[CH:7]=2.C[Al](C)C. The yield is 0.310.